The task is: Predict which catalyst facilitates the given reaction.. This data is from Catalyst prediction with 721,799 reactions and 888 catalyst types from USPTO. (1) Reactant: Cl.[CH3:2][N:3]([CH3:20])[C:4]1([C:14]2[CH:19]=[CH:18][CH:17]=[CH:16][CH:15]=2)[CH2:9][CH2:8][CH:7]([CH2:10][C:11]([OH:13])=O)[CH2:6][CH2:5]1.C1(N=[C:28]=[N:29][CH:30]2[CH2:35][CH2:34][CH2:33][CH2:32][CH2:31]2)CCCCC1.[OH-].[Na+]. Product: [CH3:20][N:3]([CH3:2])[C:4]1([C:14]2[CH:19]=[CH:18][CH:17]=[CH:16][CH:15]=2)[CH2:5][CH2:6][CH:7]([CH2:10][C:11]([NH:3][CH2:4][CH2:5][C:6]2[C:31]3[C:30](=[CH:35][CH:34]=[CH:33][CH:32]=3)[NH:29][CH:28]=2)=[O:13])[CH2:8][CH2:9]1. The catalyst class is: 35. (2) Reactant: [CH3:1][C:2]1[CH:7]=[CH:6][CH:5]=[C:4]([CH3:8])[C:3]=1[C:9]1[NH:10][C:11]2[CH:17]=[C:16]([C:18]([NH:20][NH:21][C:22](=[O:31])[C:23]3[CH:28]=[CH:27][C:26]([O:29][CH3:30])=[CH:25][CH:24]=3)=O)[CH:15]=[CH:14][C:12]=2[N:13]=1.CC[N+](S(N=C(OC)[O-])(=O)=O)(CC)CC. Product: [CH3:1][C:2]1[CH:7]=[CH:6][CH:5]=[C:4]([CH3:8])[C:3]=1[C:9]1[NH:10][C:11]2[CH:17]=[C:16]([C:18]3[O:31][C:22]([C:23]4[CH:24]=[CH:25][C:26]([O:29][CH3:30])=[CH:27][CH:28]=4)=[N:21][N:20]=3)[CH:15]=[CH:14][C:12]=2[N:13]=1. The catalyst class is: 1. (3) Reactant: Cl.Cl.[Br:3][C:4]1[CH:5]=[C:6]([CH:37]=[C:38]([C:40]([F:43])([F:42])[F:41])[CH:39]=1)[C:7]([N:9]([CH2:11][C@H:12]([C:30]1[CH:35]=[CH:34][C:33]([F:36])=[CH:32][CH:31]=1)[CH2:13][CH2:14][N:15]1[CH2:18][CH:17]([N:19]2[CH2:24][CH2:23][N:22]3[C:25](=[O:29])[CH2:26]CC[CH:21]3[CH2:20]2)[CH2:16]1)[CH3:10])=[O:8].C(N(CC)CC)C.Cl.Cl.C(N1CCN(C2CNC2)CC1)(=O)C.C(O[BH-](OC(=O)C)OC(=O)C)(=O)C.[Na+]. Product: [Br:3][C:4]1[CH:5]=[C:6]([CH:37]=[C:38]([C:40]([F:41])([F:42])[F:43])[CH:39]=1)[C:7]([N:9]([CH2:11][C@H:12]([C:30]1[CH:35]=[CH:34][C:33]([F:36])=[CH:32][CH:31]=1)[CH2:13][CH2:14][N:15]1[CH2:18][CH:17]([N:19]2[CH2:20][CH2:21][N:22]([C:25](=[O:29])[CH3:26])[CH2:23][CH2:24]2)[CH2:16]1)[CH3:10])=[O:8]. The catalyst class is: 24.